This data is from Forward reaction prediction with 1.9M reactions from USPTO patents (1976-2016). The task is: Predict the product of the given reaction. The product is: [C:33]([C:37]1[CH:69]=[CH:68][C:40]([C:41]([NH:43][C:44]2[CH:45]=[CH:46][C:47]([C:50]3[CH:58]=[C:57]4[C:53]([CH2:54][N:55]([C@@H:60]([CH:65]([CH3:66])[CH3:67])[C:61]([OH:63])=[O:62])[C:56]4=[O:59])=[CH:52][CH:51]=3)=[CH:48][CH:49]=2)=[O:42])=[CH:39][CH:38]=1)([CH3:35])([CH3:34])[CH3:36]. Given the reactants C(NC1C=CC(C2C=C3C(CN([C@@H](C(C)C)C(O)=O)C3=O)=CC=2)=CC=1)(=O)C1C=CC=CC=1.[C:33]([C:37]1[CH:69]=[CH:68][C:40]([C:41]([NH:43][C:44]2[CH:49]=[CH:48][C:47]([C:50]3[CH:58]=[C:57]4[C:53]([CH2:54][N:55]([C@@H:60]([CH:65]([CH3:67])[CH3:66])[C:61]([O:63]C)=[O:62])[C:56]4=[O:59])=[CH:52][CH:51]=3)=[CH:46][CH:45]=2)=[O:42])=[CH:39][CH:38]=1)([CH3:36])([CH3:35])[CH3:34], predict the reaction product.